This data is from Forward reaction prediction with 1.9M reactions from USPTO patents (1976-2016). The task is: Predict the product of the given reaction. (1) Given the reactants [F:1][C:2]1([F:19])[CH2:6][CH2:5][C@@H:4]([C@@:7]([OH:18])([C:11]2[CH:16]=[CH:15][C:14]([Cl:17])=[CH:13][CH:12]=2)[C:8]([OH:10])=[O:9])[CH2:3]1.O[CH2:21][CH2:22][CH:23]1[CH2:28][CH2:27][N:26](C(OC(C)(C)C)=O)[CH2:25][CH2:24]1, predict the reaction product. The product is: [F:19][C:2]1([F:1])[CH2:6][CH2:5][C@@H:4]([C@@:7]([OH:18])([C:11]2[CH:12]=[CH:13][C:14]([Cl:17])=[CH:15][CH:16]=2)[C:8]([O:10][CH2:21][CH2:22][CH:23]2[CH2:28][CH2:27][NH:26][CH2:25][CH2:24]2)=[O:9])[CH2:3]1. (2) Given the reactants [C:1]([O:4][C:5]([CH3:8])([CH3:7])[CH3:6])(=[O:3])[CH3:2].C[Si]([N-][Si](C)(C)C)(C)C.[K+].[Cl:19][C:20]1[S:24][C:23]([C:25](OCC)=[O:26])=[CH:22][CH:21]=1.Cl, predict the reaction product. The product is: [C:5]([O:4][C:1](=[O:3])[CH2:2][C:25]([C:23]1[S:24][C:20]([Cl:19])=[CH:21][CH:22]=1)=[O:26])([CH3:8])([CH3:7])[CH3:6].